From a dataset of Forward reaction prediction with 1.9M reactions from USPTO patents (1976-2016). Predict the product of the given reaction. (1) Given the reactants [CH:1]1([C:5]2[C:6]([OH:13])=[C:7]([CH:10]=[CH:11][CH:12]=2)[CH:8]=[O:9])[CH2:4][CH2:3][CH2:2]1.[Br:14]N1C(=O)CCC1=O, predict the reaction product. The product is: [Br:14][C:11]1[CH:12]=[C:5]([CH:1]2[CH2:2][CH2:3][CH2:4]2)[C:6]([OH:13])=[C:7]([CH:10]=1)[CH:8]=[O:9]. (2) Given the reactants Cl.Cl.C[CH:4]1[CH2:8][CH2:7][CH2:6][C:5]1([NH:12][CH2:13][CH2:14][C@H:15]([NH2:22])[C:16]1[CH:21]=[CH:20][CH:19]=[CH:18][CH:17]=1)[C:9]([OH:11])=[O:10].[O:23]=[C:24]1[NH:32][C:27]2=[N:28][CH:29]=[CH:30][CH:31]=[C:26]2[C@:25]21[CH2:46][C:35]1[CH:36]=[C:37]3[C:42](=[CH:43][C:34]=1[CH2:33]2)[N:41]=[CH:40][C:39]([CH:44]=O)=[CH:38]3.[CH3:47]CN(C(C)C)C(C)C.C(O[BH-](OC(=O)C)OC(=O)C)(=O)C.[Na+], predict the reaction product. The product is: [O:23]=[C:24]1[NH:32][C:27]2=[N:28][CH:29]=[CH:30][CH:31]=[C:26]2[C@:25]21[CH2:46][C:35]1[CH:36]=[C:37]3[C:42](=[CH:43][C:34]=1[CH2:33]2)[N:41]=[CH:40][C:39]([CH2:44][NH:22][C@H:15]([C:16]1[CH:17]=[CH:18][CH:19]=[CH:20][CH:21]=1)[CH2:14][CH2:13][NH:12][C:5]1([C:9]([O:11][CH3:47])=[O:10])[CH2:4][CH2:8][CH2:7][CH2:6]1)=[CH:38]3. (3) Given the reactants C(OC(Cl)=O)C(C)C.CN1CCOCC1.[CH2:16]([O:18][C:19]([C@@H:21]1[CH2:23][C@H:22]1[C:24](O)=[O:25])=[O:20])[CH3:17].[BH4-].[Na+], predict the reaction product. The product is: [CH2:16]([O:18][C:19]([C@@H:21]1[CH2:23][C@H:22]1[CH2:24][OH:25])=[O:20])[CH3:17]. (4) Given the reactants [C:1]([CH:3]1[CH2:5][C:4]1([CH2:8][OH:9])[CH2:6][OH:7])#[CH:2].Br[C:11]#[C:12][C:13]1[CH:37]=[CH:36][C:16]([C:17]([NH:19][C@@H:20]([C:25]([NH:28][C:29]([O:31][C:32]([CH3:35])([CH3:34])[CH3:33])=[O:30])([CH3:27])[CH3:26])[C:21]([O:23][CH3:24])=[O:22])=[O:18])=[CH:15][CH:14]=1, predict the reaction product. The product is: [OH:7][CH2:6][C:4]1([CH2:8][OH:9])[CH2:5][CH:3]1[C:1]#[C:2][C:11]#[C:12][C:13]1[CH:14]=[CH:15][C:16]([C:17]([NH:19][C@@H:20]([C:25]([NH:28][C:29]([O:31][C:32]([CH3:35])([CH3:34])[CH3:33])=[O:30])([CH3:27])[CH3:26])[C:21]([O:23][CH3:24])=[O:22])=[O:18])=[CH:36][CH:37]=1.